This data is from Full USPTO retrosynthesis dataset with 1.9M reactions from patents (1976-2016). The task is: Predict the reactants needed to synthesize the given product. (1) Given the product [CH2:16]([O:8][C:7]([C@@H:4]1[CH2:3][CH2:2][C@H:1]([C:10]([OH:12])=[O:11])[CH2:6][CH2:5]1)=[O:9])[CH2:17][CH2:18][CH3:19], predict the reactants needed to synthesize it. The reactants are: [C@H:1]1([C:10]([OH:12])=[O:11])[CH2:6][CH2:5][C@@H:4]([C:7]([OH:9])=[O:8])[CH2:3][CH2:2]1.C(O[CH2:16][CH2:17][CH2:18][CH3:19])=O. (2) Given the product [Cl:1][C:2]1[CH:7]=[CH:6][C:5]([NH:8][C:9]([N:13]2[CH2:12][CH2:11][C:17]3[CH:18]=[CH:19][CH:20]=[CH:21][C:16]=3[CH2:15][CH2:14]2)=[S:10])=[CH:4][CH:3]=1, predict the reactants needed to synthesize it. The reactants are: [Cl:1][C:2]1[CH:7]=[CH:6][C:5]([N:8]=[C:9]=[S:10])=[CH:4][CH:3]=1.[CH2:11]1[C:17]2[CH:18]=[CH:19][CH:20]=[CH:21][C:16]=2[CH2:15][CH2:14][NH:13][CH2:12]1. (3) The reactants are: Cl[C:2]1[CH:7]=[CH:6][C:5](=[O:8])[N:4]([CH2:9][C:10]2[CH:11]=[C:12]3[C:16](=[CH:17][CH:18]=2)[N:15](C(OC(C)(C)C)=O)[N:14]=[C:13]3[C:26]2[N:27]=[N:28][N:29]([C:31]3[CH:36]=[CH:35][C:34]([C:37]([N:39]4[CH2:44][CH2:43][O:42][CH2:41][CH2:40]4)=[O:38])=[CH:33][CH:32]=3)[CH:30]=2)[N:3]=1.[OH:45][C:46]1[CH:51]=[CH:50][C:49](B(O)O)=[CH:48][CH:47]=1.[F-].[Cs+]. Given the product [OH:45][C:46]1[CH:51]=[CH:50][C:49]([C:2]2[CH:7]=[CH:6][C:5](=[O:8])[N:4]([CH2:9][C:10]3[CH:11]=[C:12]4[C:16](=[CH:17][CH:18]=3)[NH:15][N:14]=[C:13]4[C:26]3[N:27]=[N:28][N:29]([C:31]4[CH:36]=[CH:35][C:34]([C:37]([N:39]5[CH2:44][CH2:43][O:42][CH2:41][CH2:40]5)=[O:38])=[CH:33][CH:32]=4)[CH:30]=3)[N:3]=2)=[CH:48][CH:47]=1, predict the reactants needed to synthesize it. (4) Given the product [CH3:1][O:2][C:3](=[O:15])[C:4]1[CH:9]=[CH:8][C:7]([CH2:10][CH2:11][CH2:12][OH:13])=[CH:6][CH:5]=1, predict the reactants needed to synthesize it. The reactants are: [CH3:1][O:2][C:3](=[O:15])[C:4]1[CH:9]=[CH:8][C:7]([CH2:10][CH2:11][C:12](O)=[O:13])=[CH:6][CH:5]=1.C1N=CN(C(N2C=NC=C2)=O)C=1.[BH4-].[Na+].Cl. (5) Given the product [F:11][C:12]([F:23])([F:22])[C:13]1[CH:18]=[CH:17][CH:16]=[CH:15][C:14]=1[C:2]1[CH:3]=[C:4]2[C:8](=[CH:9][CH:10]=1)[CH2:7][NH:6][CH2:5]2, predict the reactants needed to synthesize it. The reactants are: Br[C:2]1[CH:3]=[C:4]2[C:8](=[CH:9][CH:10]=1)[CH2:7][NH:6][CH2:5]2.[F:11][C:12]([F:23])([F:22])[C:13]1[CH:18]=[CH:17][CH:16]=[CH:15][C:14]=1B(O)O.